From a dataset of Forward reaction prediction with 1.9M reactions from USPTO patents (1976-2016). Predict the product of the given reaction. (1) Given the reactants Br[C:2]1[C:7]([C:8]([F:11])([F:10])[F:9])=[CH:6][C:5]([N+:12]([O-:14])=[O:13])=[CH:4][N:3]=1.[N:15]1C2C(=CC=C3C=2N=CC=C3)C=C[CH:16]=1.C([Cu])#N, predict the reaction product. The product is: [N+:12]([C:5]1[CH:6]=[C:7]([C:8]([F:11])([F:10])[F:9])[C:2]([C:16]#[N:15])=[N:3][CH:4]=1)([O-:14])=[O:13]. (2) Given the reactants Br[C:2]1[N:3]([CH:18]([CH3:20])[CH3:19])[C:4]2[C:9]([C:10]=1[C:11]1[CH:16]=[CH:15][C:14]([F:17])=[CH:13][CH:12]=1)=[CH:8][CH:7]=[CH:6][CH:5]=2.CN(C=O)C.C(=O)([O-])[O-].[Cs+].[Cs+].[C:32]([OH:36])(=[O:35])[CH:33]=[CH2:34], predict the reaction product. The product is: [F:17][C:14]1[CH:15]=[CH:16][C:11]([C:10]2[C:9]3[C:4](=[CH:5][CH:6]=[CH:7][CH:8]=3)[N:3]([CH:18]([CH3:20])[CH3:19])[C:2]=2/[CH:34]=[CH:33]/[C:32]([OH:36])=[O:35])=[CH:12][CH:13]=1. (3) Given the reactants [C:1]([N:4]1[C:8]2=[N:9][CH:10]=[CH:11][CH:12]=[C:7]2[C:6]([O:13]C(=O)C)=[CH:5]1)(=[O:3])[CH3:2].C([O-])(=O)C.[Na], predict the reaction product. The product is: [OH:13][C:6]1[C:7]2[C:8](=[N:9][CH:10]=[CH:11][CH:12]=2)[N:4]([C:1](=[O:3])[CH3:2])[CH:5]=1. (4) Given the reactants Cl[C:2]1[N:7]=[CH:6][N:5]=[C:4]([N:8]2[CH2:12][CH2:11][N:10]([C:13]3[CH:14]=[N:15][CH:16]=[CH:17][C:18]=3[CH:19]3[CH2:21][CH2:20]3)[C:9]2=[O:22])[CH:3]=1.[CH:23]1(B(O)O)[CH2:25][CH2:24]1.C(=O)([O-])[O-].[K+].[K+], predict the reaction product. The product is: [CH:19]1([C:18]2[CH:17]=[CH:16][N:15]=[CH:14][C:13]=2[N:10]2[CH2:11][CH2:12][N:8]([C:4]3[CH:3]=[C:2]([CH:23]4[CH2:25][CH2:24]4)[N:7]=[CH:6][N:5]=3)[C:9]2=[O:22])[CH2:21][CH2:20]1. (5) The product is: [Cl:1][C:2]1[C:7]([NH:8][C:9]2[N:14]=[C:13]([NH:15][CH:16]3[CH2:17][CH2:18]3)[C:12]3=[N:19][CH:20]=[C:21]([C:22]#[N:23])[N:11]3[N:10]=2)=[CH:6][C:5]([C:24]#[N:25])=[CH:4][C:3]=1[N:26]1[CH2:31][CH2:30][C@@H:29]([NH:32][S:33]([CH3:36])(=[O:35])=[O:34])[C@H:28]([OH:37])[CH2:27]1. Given the reactants [Cl:1][C:2]1[C:7]([NH:8][C:9]2[N:14]=[C:13]([NH:15][CH:16]3[CH2:18][CH2:17]3)[C:12]3=[N:19][CH:20]=[C:21]([C:22]#[N:23])[N:11]3[N:10]=2)=[CH:6][C:5]([C:24]#[N:25])=[CH:4][C:3]=1[N:26]1[CH2:31][CH2:30][C@@H:29]([NH:32][S:33]([CH3:36])(=[O:35])=[O:34])[C@H:28]([O:37][Si](C(C)C)(C(C)C)C(C)C)[CH2:27]1, predict the reaction product. (6) Given the reactants C(OC([N:8]1[CH2:13][CH2:12][N:11]([CH2:14][C:15]([NH:17][C:18]2[S:19][C:20]([C:28]([CH:30]3[CH2:35][CH2:34][O:33][CH2:32][CH2:31]3)=[O:29])=[C:21]([C:23]3[O:24][CH:25]=[CH:26][CH:27]=3)[N:22]=2)=[O:16])[CH2:10][CH2:9]1)=O)(C)(C)C.FC(F)(F)C(O)=O, predict the reaction product. The product is: [O:24]1[CH:25]=[CH:26][CH:27]=[C:23]1[C:21]1[N:22]=[C:18]([NH:17][C:15](=[O:16])[CH2:14][N:11]2[CH2:12][CH2:13][NH:8][CH2:9][CH2:10]2)[S:19][C:20]=1[C:28]([CH:30]1[CH2:35][CH2:34][O:33][CH2:32][CH2:31]1)=[O:29].